Predict which catalyst facilitates the given reaction. From a dataset of Catalyst prediction with 721,799 reactions and 888 catalyst types from USPTO. (1) Reactant: FC(F)(F)C(O)=O.[C:8]([C:10]1[CH:11]=[C:12]([C:20]2[S:24][C:23]([C:25]3[CH:26]=[C:27]4[C:32](=[CH:33][CH:34]=3)[CH2:31][N:30](C(OC(C)(C)C)=O)[CH2:29][CH2:28]4)=[N:22][N:21]=2)[CH:13]=[CH:14][C:15]=1[O:16][CH:17]([CH3:19])[CH3:18])#[N:9]. Product: [CH3:19][CH:17]([O:16][C:15]1[CH:14]=[CH:13][C:12]([C:20]2[S:24][C:23]([C:25]3[CH:26]=[C:27]4[C:32](=[CH:33][CH:34]=3)[CH2:31][NH:30][CH2:29][CH2:28]4)=[N:22][N:21]=2)=[CH:11][C:10]=1[C:8]#[N:9])[CH3:18]. The catalyst class is: 2. (2) Reactant: [C:1]1(=[O:11])[NH:5][C:4](=[O:6])[C:3]2=[CH:7][CH:8]=[CH:9][CH:10]=[C:2]12.[K].[CH3:13][Si:14]([CH3:25])([CH3:24])[N:15]([CH2:20][CH2:21][CH2:22]Br)[Si:16]([CH3:19])([CH3:18])[CH3:17]. Product: [CH3:19][Si:16]([N:15]([Si:14]([CH3:13])([CH3:24])[CH3:25])[CH2:20][CH2:21][CH2:22][N:5]1[C:1](=[O:11])[C:2]2=[CH:10][CH:9]=[CH:8][CH:7]=[C:3]2[C:4]1=[O:6])([CH3:17])[CH3:18]. The catalyst class is: 9. (3) Reactant: [NH2:1][C:2]1[CH:12]=[CH:11][C:5]([C:6]([O:8][CH2:9][CH3:10])=[O:7])=[CH:4][CH:3]=1.[C:13]1(=O)[CH2:18][CH2:17][CH2:16][CH2:15][CH2:14]1.C(O[BH-](OC(=O)C)OC(=O)C)(=O)C.[Na+].O. Product: [CH:13]1([NH:1][C:2]2[CH:3]=[CH:4][C:5]([C:6]([O:8][CH2:9][CH3:10])=[O:7])=[CH:11][CH:12]=2)[CH2:18][CH2:17][CH2:16][CH2:15][CH2:14]1. The catalyst class is: 506. (4) Reactant: [C:1](#[N:4])[CH:2]=[CH2:3].[Cl:5][C:6]1[CH:11]=[CH:10][C:9]([C:12]2([OH:18])[CH2:17][CH2:16][NH:15][CH2:14][CH2:13]2)=[CH:8][CH:7]=1. Product: [Cl:5][C:6]1[CH:11]=[CH:10][C:9]([C:12]2([OH:18])[CH2:13][CH2:14][N:15]([CH2:3][CH2:2][C:1]#[N:4])[CH2:16][CH2:17]2)=[CH:8][CH:7]=1. The catalyst class is: 14. (5) Reactant: [Br:1][C:2]1[C:3]([N:16]([CH3:21])[S:17]([CH3:20])(=[O:19])=[O:18])=[CH:4][C:5]2[O:9][C:8](I)=[C:7]([C:11]([NH:13][CH3:14])=[O:12])[C:6]=2[CH:15]=1.[N:22]1[CH:27]=[CH:26][CH:25]=[CH:24][C:23]=1[OH:28].C([O-])([O-])=O.[K+].[K+]. Product: [Br:1][C:2]1[C:3]([N:16]([CH3:21])[S:17]([CH3:20])(=[O:19])=[O:18])=[CH:4][C:5]2[O:9][C:8]([N:22]3[CH:27]=[CH:26][CH:25]=[CH:24][C:23]3=[O:28])=[C:7]([C:11]([NH:13][CH3:14])=[O:12])[C:6]=2[CH:15]=1. The catalyst class is: 18. (6) Reactant: BrC1C=CC(C(Cl)=O)=CC=1.[CH3:11][O:12][C:13]1[CH:14]=[C:15]2[C:20](=[CH:21][C:22]=1[O:23][CH3:24])[N:19]=[CH:18][CH:17]=[C:16]2[O:25][C:26]1[CH:32]=[CH:31][C:29]([NH2:30])=[CH:28][CH:27]=1.[Br:33][C:34]1[CH:39]=[CH:38][C:37]([C:40]([N:42]=[C:43]=[S:44])=[O:41])=[CH:36][CH:35]=1. Product: [Br:33][C:34]1[CH:35]=[CH:36][C:37]([C:40]([N:42]=[C:43]=[S:44])=[O:41])=[CH:38][CH:39]=1.[Br:33][C:34]1[CH:39]=[CH:38][C:37]([C:40]([NH:42][C:43]([NH:30][C:29]2[CH:31]=[CH:32][C:26]([O:25][C:16]3[C:15]4[C:20](=[CH:21][C:22]([O:23][CH3:24])=[C:13]([O:12][CH3:11])[CH:14]=4)[N:19]=[CH:18][CH:17]=3)=[CH:27][CH:28]=2)=[S:44])=[O:41])=[CH:36][CH:35]=1. The catalyst class is: 234. (7) Reactant: [Cl:1][C:2]1[CH:3]=[N:4][C:5]2[C:10]([CH:11]=1)=[CH:9][C:8]([C:12](OC)=[O:13])=[CH:7][CH:6]=2.[H-].[H-].[H-].[H-].[Li+].[Al+3]. The catalyst class is: 1. Product: [Cl:1][C:2]1[CH:3]=[N:4][C:5]2[C:10]([CH:11]=1)=[CH:9][C:8]([CH2:12][OH:13])=[CH:7][CH:6]=2.